This data is from Forward reaction prediction with 1.9M reactions from USPTO patents (1976-2016). The task is: Predict the product of the given reaction. (1) Given the reactants C1(P(C2CCCCC2)C2CCCCC2)CCCCC1.Br[C:21]1[CH:22]=[C:23]2[C:27](=[CH:28][CH:29]=1)[N:26]([C:30]1[CH:35]=[CH:34][C:33]([O:36][CH:37]3[CH2:41][CH2:40][CH2:39][CH2:38]3)=[CH:32][CH:31]=1)[C:25]([C:42]#[N:43])=[CH:24]2.CC([O-])=O.[K+].[B:49]1([B:49]2[O:53][C:52]([CH3:55])([CH3:54])[C:51]([CH3:57])([CH3:56])[O:50]2)[O:53][C:52]([CH3:55])([CH3:54])[C:51]([CH3:57])([CH3:56])[O:50]1, predict the reaction product. The product is: [CH:37]1([O:36][C:33]2[CH:32]=[CH:31][C:30]([N:26]3[C:27]4[C:23](=[CH:22][C:21]([B:49]5[O:53][C:52]([CH3:55])([CH3:54])[C:51]([CH3:57])([CH3:56])[O:50]5)=[CH:29][CH:28]=4)[CH:24]=[C:25]3[C:42]#[N:43])=[CH:35][CH:34]=2)[CH2:41][CH2:40][CH2:39][CH2:38]1. (2) Given the reactants [C:1]([C:4]12[CH2:13][CH:8]3[CH2:9][CH:10]([CH2:12][CH:6]([C:7]3([OH:17])[CH:14]([CH3:16])[CH3:15])[CH2:5]1)[CH2:11]2)([OH:3])=[O:2].[OH:18][C:19](C12CC3CC(CC(C3)C1)C2)(C)[CH:20](C)[CH3:21], predict the reaction product. The product is: [C:1]([C:4]12[CH2:5][CH:6]3[CH2:12][CH:10]([CH2:9][CH:8]([C:7]3([O:17][C:19](=[O:18])[CH:20]=[CH2:21])[CH:14]([CH3:15])[CH3:16])[CH2:13]1)[CH2:11]2)([OH:3])=[O:2]. (3) The product is: [CH2:72]([S:73][C:2]1[C:3]([CH3:14])=[C:4]([C:8]2[CH:9]=[N:10][CH:11]=[CH:12][CH:13]=2)[CH:5]=[CH:6][CH:7]=1)[C:66]1[CH:71]=[CH:70][CH:69]=[CH:68][CH:67]=1. Given the reactants Br[C:2]1[C:3]([CH3:14])=[C:4]([C:8]2[CH:9]=[N:10][CH:11]=[CH:12][CH:13]=2)[CH:5]=[CH:6][CH:7]=1.CCN(C(C)C)C(C)C.CC1(C)C2C(=C(P(C3C=CC=CC=3)C3C=CC=CC=3)C=CC=2)OC2C(P(C3C=CC=CC=3)C3C=CC=CC=3)=CC=CC1=2.[C:66]1([CH2:72][SH:73])[CH:71]=[CH:70][CH:69]=[CH:68][CH:67]=1, predict the reaction product.